From a dataset of Full USPTO retrosynthesis dataset with 1.9M reactions from patents (1976-2016). Predict the reactants needed to synthesize the given product. (1) Given the product [Si:1]([O:8][CH2:9][CH2:10][O:11][C:12]1[CH:13]=[C:14]2[C:15]([C:33]([Cl:47])=[C:27]([C:28]([O:30][CH2:31][CH3:32])=[O:29])[CH:26]=[N:25]2)=[CH:16][C:17]=1[N:18]1[CH2:23][CH2:22][N:21]([CH3:24])[CH2:20][CH2:19]1)([C:4]([CH3:5])([CH3:6])[CH3:7])([CH3:3])[CH3:2], predict the reactants needed to synthesize it. The reactants are: [Si:1]([O:8][CH2:9][CH2:10][O:11][C:12]1[CH:13]=[C:14]([NH:25][CH:26]=[C:27]([C:33](OCC)=O)[C:28]([O:30][CH2:31][CH3:32])=[O:29])[CH:15]=[CH:16][C:17]=1[N:18]1[CH2:23][CH2:22][N:21]([CH3:24])[CH2:20][CH2:19]1)([C:4]([CH3:7])([CH3:6])[CH3:5])([CH3:3])[CH3:2].C(N(CC)CC)C.P(Cl)(Cl)([Cl:47])=O.C([O-])(O)=O.[Na+]. (2) Given the product [NH2:28][C:10]1[S:11][CH2:12][C@@H:13]2[CH2:14][N:15]([C:17]3[N:22]=[C:21]([C:23]([OH:26])([CH3:25])[CH3:24])[C:20]([F:27])=[CH:19][N:18]=3)[CH2:16][C@:8]2([C:6]2[S:7][C:3]([C:1]#[N:2])=[CH:4][CH:5]=2)[N:9]=1, predict the reactants needed to synthesize it. The reactants are: [C:1]([C:3]1[S:7][C:6]([C@:8]23[CH2:16][N:15]([C:17]4[N:22]=[C:21]([C:23]([OH:26])([CH3:25])[CH3:24])[C:20]([F:27])=[CH:19][N:18]=4)[CH2:14][C@H:13]2[CH2:12][S:11][C:10]([NH:28]C(=O)C2C=CC=CC=2)=[N:9]3)=[CH:5][CH:4]=1)#[N:2].N1C=CC=CC=1.Cl.CON.